Dataset: Reaction yield outcomes from USPTO patents with 853,638 reactions. Task: Predict the reaction yield, written as a fraction of the theoretical maximum amount of product (1.0 means a 100% yield; for example, 0.34 means a 34% yield). (1) The reactants are [NH2:1][C:2]1[CH:3]=[C:4]([CH:21]=[CH:22][CH:23]=1)[O:5][C:6]1[CH:7]=[CH:8][C:9]2[N:10]([CH:12]=[C:13]([NH:15][C:16]([CH:18]3[CH2:20][CH2:19]3)=[O:17])[N:14]=2)[N:11]=1.[CH3:24][C:25]1[C:26]([C:31](O)=[O:32])=[N:27][CH:28]=[CH:29][CH:30]=1.ON1C2C=CC=CC=2N=N1.C(N(CC)CC)C.Cl.CN(C)CCCN=C=NCC.C(=O)([O-])O.[Na+]. The catalyst is CN(C)C=O. The product is [CH:18]1([C:16]([NH:15][C:13]2[N:14]=[C:9]3[CH:8]=[CH:7][C:6]([O:5][C:4]4[CH:3]=[C:2]([NH:1][C:31]([C:26]5[C:25]([CH3:24])=[CH:30][CH:29]=[CH:28][N:27]=5)=[O:32])[CH:23]=[CH:22][CH:21]=4)=[N:11][N:10]3[CH:12]=2)=[O:17])[CH2:20][CH2:19]1. The yield is 0.710. (2) The reactants are [NH2:1][C:2]1[CH:7]=[C:6]([CH3:8])[CH:5]=[CH:4][C:3]=1[C:9]1[N:14]2[N:15]=[C:16]([C:18]([CH3:21])([CH3:20])[CH3:19])[CH:17]=[C:13]2[N:12]=[C:11]([CH3:22])[C:10]=1[CH:23]([CH2:28][CH2:29][CH3:30])[C:24]([O:26]C)=[O:25].[OH-].[Na+]. The catalyst is CO. The product is [NH2:1][C:2]1[CH:7]=[C:6]([CH3:8])[CH:5]=[CH:4][C:3]=1[C:9]1[N:14]2[N:15]=[C:16]([C:18]([CH3:21])([CH3:20])[CH3:19])[CH:17]=[C:13]2[N:12]=[C:11]([CH3:22])[C:10]=1[CH:23]([CH2:28][CH2:29][CH3:30])[C:24]([OH:26])=[O:25]. The yield is 0.0700.